This data is from Forward reaction prediction with 1.9M reactions from USPTO patents (1976-2016). The task is: Predict the product of the given reaction. (1) Given the reactants [NH2:1][C:2]1[CH:12]=[CH:11][C:5]([C:6]([O:8][CH2:9][CH3:10])=[O:7])=[CH:4][C:3]=1[NH:13][CH2:14][C:15]1[CH:20]=[CH:19][C:18]([Cl:21])=[CH:17][C:16]=1[Cl:22].CN(C)C1C=CC=CC=1.[C:32](Cl)(=[O:36])[C:33](Cl)=[O:34], predict the reaction product. The product is: [Cl:22][C:16]1[CH:17]=[C:18]([Cl:21])[CH:19]=[CH:20][C:15]=1[CH2:14][N:13]1[C:3]2[C:2](=[CH:12][CH:11]=[C:5]([C:6]([O:8][CH2:9][CH3:10])=[O:7])[CH:4]=2)[NH:1][C:33](=[O:34])[C:32]1=[O:36]. (2) Given the reactants [OH:1][CH2:2][C:3]1[CH:8]=[CH:7][C:6](B(O)O)=[CH:5][CH:4]=1.Br[C:13]1[N:18]=[CH:17][CH:16]=[CH:15][N:14]=1, predict the reaction product. The product is: [N:14]1[CH:15]=[CH:16][CH:17]=[N:18][C:13]=1[C:6]1[CH:7]=[CH:8][C:3]([CH2:2][OH:1])=[CH:4][CH:5]=1.